From a dataset of Forward reaction prediction with 1.9M reactions from USPTO patents (1976-2016). Predict the product of the given reaction. Given the reactants C1(S([N:10]2[C:14]3=[N:15][CH:16]=[C:17]([Cl:19])[CH:18]=[C:13]3[C:12]([CH2:20][C:21]3[S:25][C:24]([NH:26][CH2:27][C:28]4[CH:29]=[N:30][C:31]([O:34][CH3:35])=[CH:32][CH:33]=4)=[N:23][C:22]=3[Cl:36])=[CH:11]2)(=O)=O)C=CC=CC=1.CO.[OH-].[K+], predict the reaction product. The product is: [Cl:36][C:22]1[N:23]=[C:24]([NH:26][CH2:27][C:28]2[CH:29]=[N:30][C:31]([O:34][CH3:35])=[CH:32][CH:33]=2)[S:25][C:21]=1[CH2:20][C:12]1[C:13]2[C:14](=[N:15][CH:16]=[C:17]([Cl:19])[CH:18]=2)[NH:10][CH:11]=1.